This data is from Reaction yield outcomes from USPTO patents with 853,638 reactions. The task is: Predict the reaction yield, written as a fraction of the theoretical maximum amount of product (1.0 means a 100% yield; for example, 0.34 means a 34% yield). (1) The reactants are [NH2:1][CH2:2][C@@H:3]1[O:8][CH2:7][C@@H:6]([N:9]2[C:13]3=[C:14]4[S:20][CH:19]=[CH:18][C:15]4=[N:16][CH:17]=[C:12]3[N:11]=[C:10]2[C@H:21]([OH:23])[CH3:22])[CH2:5][CH2:4]1.C(N(CC)CC)C.Cl[C:32]([O:34][CH:35]([CH3:37])[CH3:36])=[O:33]. The catalyst is C(Cl)Cl.C1(C)C=CC=CC=1. The product is [OH:23][C@@H:21]([C:10]1[N:9]([C@@H:6]2[CH2:7][O:8][C@@H:3]([CH2:2][NH:1][C:32](=[O:33])[O:34][CH:35]([CH3:37])[CH3:36])[CH2:4][CH2:5]2)[C:13]2=[C:14]3[S:20][CH:19]=[CH:18][C:15]3=[N:16][CH:17]=[C:12]2[N:11]=1)[CH3:22]. The yield is 0.0700. (2) The catalyst is N1C=CC=CC=1. The reactants are [CH3:1][C:2]1([CH3:15])[C:10]2[C:5](=[CH:6][C:7]([S:11](Cl)(=[O:13])=[O:12])=[CH:8][CH:9]=2)[CH2:4][CH2:3]1.[CH3:16][C:17]1[CH:21]=[C:20]([NH2:22])[N:19]([C:23]2[CH:32]=[CH:31][CH:30]=[C:29]3[C:24]=2[CH:25]=[CH:26][CH:27]=[N:28]3)[N:18]=1. The product is [CH3:1][C:2]1([CH3:15])[C:10]2[C:5](=[CH:6][C:7]([S:11]([NH:22][C:20]3[N:19]([C:23]4[CH:32]=[CH:31][CH:30]=[C:29]5[C:24]=4[CH:25]=[CH:26][CH:27]=[N:28]5)[N:18]=[C:17]([CH3:16])[CH:21]=3)(=[O:13])=[O:12])=[CH:8][CH:9]=2)[CH2:4][CH2:3]1. The yield is 0.280. (3) The yield is 0.708. The catalyst is C(Cl)(Cl)Cl. The product is [F:1][C:2]1[CH:9]=[CH:8][C:7]([N:10]2[CH2:14][CH2:13][N:12]([C:15]3[CH:16]=[N:17][CH:18]=[CH:19][C:20]=3[CH3:21])[C:11]2=[O:22])=[CH:6][C:3]=1[CH:4]=[N:24][OH:25]. The reactants are [F:1][C:2]1[CH:9]=[CH:8][C:7]([N:10]2[CH2:14][CH2:13][N:12]([C:15]3[CH:16]=[N:17][CH:18]=[CH:19][C:20]=3[CH3:21])[C:11]2=[O:22])=[CH:6][C:3]=1[CH:4]=O.Cl.[NH2:24][OH:25].N1C=CC=CC=1.CO. (4) The reactants are [Cl:1][C:2]1[CH:3]=[CH:4][C:5]([CH2:9][OH:10])=[C:6]([OH:8])[CH:7]=1.I[CH2:12][CH2:13][CH3:14].C([O-])([O-])=O.[K+].[K+]. The catalyst is CN(C=O)C. The product is [Cl:1][C:2]1[CH:3]=[CH:4][C:5]([CH2:9][OH:10])=[C:6]([O:8][CH2:12][CH2:13][CH3:14])[CH:7]=1. The yield is 0.580.